This data is from NCI-60 drug combinations with 297,098 pairs across 59 cell lines. The task is: Regression. Given two drug SMILES strings and cell line genomic features, predict the synergy score measuring deviation from expected non-interaction effect. Drug 1: C1CCN(CC1)CCOC2=CC=C(C=C2)C(=O)C3=C(SC4=C3C=CC(=C4)O)C5=CC=C(C=C5)O. Drug 2: CC(C)NC(=O)C1=CC=C(C=C1)CNNC.Cl. Cell line: M14. Synergy scores: CSS=-8.86, Synergy_ZIP=5.04, Synergy_Bliss=1.71, Synergy_Loewe=-7.41, Synergy_HSA=-5.88.